From a dataset of Forward reaction prediction with 1.9M reactions from USPTO patents (1976-2016). Predict the product of the given reaction. Given the reactants N[C@@](C1C=CC2C(=CC=C(O[C@H]3CC[C@H](C(C)(C)C)CC3)C=2C2C=CC(OC(F)(F)F)=CC=2)C=1)(C)CO.[Br:38][C:39]1[C:48]([O:49][C@H:50]2[CH2:55][CH2:54][C@H:53]([C:56]([CH3:59])([CH3:58])[CH3:57])[CH2:52][CH2:51]2)=[CH:47][CH:46]=[C:45]2[C:40]=1[CH:41]=[CH:42][C:43]([C@:60]1([CH3:66])[CH2:64][O:63]C(=O)[NH:61]1)=[CH:44]2, predict the reaction product. The product is: [NH2:61][C@@:60]([C:43]1[CH:42]=[CH:41][C:40]2[C:45](=[CH:46][CH:47]=[C:48]([O:49][C@H:50]3[CH2:51][CH2:52][C@H:53]([C:56]([CH3:59])([CH3:58])[CH3:57])[CH2:54][CH2:55]3)[C:39]=2[Br:38])[CH:44]=1)([CH3:66])[CH2:64][OH:63].